This data is from Forward reaction prediction with 1.9M reactions from USPTO patents (1976-2016). The task is: Predict the product of the given reaction. (1) Given the reactants [OH:1][C:2]1[CH:10]=[CH:9][C:5]([C:6](O)=[O:7])=[CH:4][N:3]=1.C(Cl)CCl.C1C=CC2N(O)N=[N:21]C=2C=1.N1C2C=CC=CC=2N=C1CN(C1C2N=CC=CC=2CCC1)CCCCN, predict the reaction product. The product is: [OH:1][C:2]1[CH:10]=[CH:9][C:5]([C:6]([NH2:21])=[O:7])=[CH:4][N:3]=1. (2) Given the reactants [C:1]1([S:7]([N:10]2[C:14]3=[N:15][CH:16]=[C:17]([CH3:19])[CH:18]=[C:13]3[CH:12]=[C:11]2[C:20](=[O:27])[CH2:21][CH:22]2[CH2:26][CH2:25][CH2:24][CH2:23]2)(=[O:9])=[O:8])[CH:6]=[CH:5][CH:4]=[CH:3][CH:2]=1.C[Si]([N-][Si](C)(C)C)(C)C.[Li+].[C:38]1([CH3:58])[CH:43]=[CH:42][C:41]([S:44](O[S:44]([C:41]2[CH:42]=[CH:43][C:38]([CH3:58])=[CH:39][CH:40]=2)(=[O:46])=[O:45])(=[O:46])=[O:45])=[CH:40][CH:39]=1, predict the reaction product. The product is: [C:1]1([S:7]([N:10]2[C:14]3=[N:15][CH:16]=[C:17]([CH3:19])[CH:18]=[C:13]3[CH:12]=[C:11]2[C:20]([O:27][S:44]([C:41]2[CH:42]=[CH:43][C:38]([CH3:58])=[CH:39][CH:40]=2)(=[O:46])=[O:45])=[CH:21][CH:22]2[CH2:26][CH2:25][CH2:24][CH2:23]2)(=[O:8])=[O:9])[CH:6]=[CH:5][CH:4]=[CH:3][CH:2]=1. (3) Given the reactants [CH2:1]([S:5][C:6]1[N:14]=[C:13]2[C:9]([N:10]=[CH:11][NH:12]2)=[C:8]([NH2:15])[N:7]=1)[CH2:2][CH2:3][CH3:4].[H-].[Na+].[CH:18]1(Cl)[CH2:22][CH2:21][CH2:20][CH2:19]1, predict the reaction product. The product is: [CH2:1]([S:5][C:6]1[N:14]=[C:13]2[C:9]([N:10]=[CH:11][N:12]2[CH:18]2[CH2:22][CH2:21][CH2:20][CH2:19]2)=[C:8]([NH2:15])[N:7]=1)[CH2:2][CH2:3][CH3:4]. (4) The product is: [Cl:1][C:2]1[CH:3]=[CH:4][C:5]([C:38]#[N:39])=[C:6]([C:8]2[CH:13]=[CH:12][N:11]([CH:14]([CH3:36])[C:15]([NH:17][C:18]3[CH:26]=[C:25]4[C:21]([C:22](=[O:35])[N:23]([CH3:34])[NH:24]4)=[CH:20][CH:19]=3)=[O:16])[C:10](=[O:37])[CH:9]=2)[CH:7]=1. Given the reactants [Cl:1][C:2]1[CH:3]=[CH:4][C:5]([C:38]#[N:39])=[C:6]([C:8]2[CH:13]=[CH:12][N:11]([CH:14]([CH3:36])[C:15]([NH:17][C:18]3[CH:26]=[C:25]4[C:21]([C:22](=[O:35])[N:23]([CH3:34])[N:24]4C(OC(C)(C)C)=O)=[CH:20][CH:19]=3)=[O:16])[C:10](=[O:37])[CH:9]=2)[CH:7]=1.C(O)(C(F)(F)F)=O, predict the reaction product. (5) The product is: [CH3:29][C:30]([CH3:35])([CH3:34])[C:31]([N:25]([CH2:24][C:15]1[CH:16]=[C:17]([C:20]([F:21])([F:23])[F:22])[CH:18]=[CH:19][C:14]=1[C:8]1[C:9]([O:12][CH3:13])=[CH:10][CH:11]=[C:6]([CH2:5][C:4]([OH:3])=[O:28])[CH:7]=1)[CH2:26][CH3:27])=[O:32]. Given the reactants C([O:3][C:4](=[O:28])[CH2:5][C:6]1[CH:7]=[C:8]([C:14]2[CH:19]=[CH:18][C:17]([C:20]([F:23])([F:22])[F:21])=[CH:16][C:15]=2[CH2:24][NH:25][CH2:26][CH3:27])[C:9]([O:12][CH3:13])=[CH:10][CH:11]=1)C.[CH3:29][C:30]([CH3:35])([CH3:34])[C:31](Cl)=[O:32], predict the reaction product.